This data is from TCR-epitope binding with 47,182 pairs between 192 epitopes and 23,139 TCRs. The task is: Binary Classification. Given a T-cell receptor sequence (or CDR3 region) and an epitope sequence, predict whether binding occurs between them. (1) The epitope is TLIGDCATV. The TCR CDR3 sequence is CATRKDGHQPQHF. Result: 1 (the TCR binds to the epitope). (2) The TCR CDR3 sequence is CSVGNEQFF. Result: 1 (the TCR binds to the epitope). The epitope is NLVPMVATV. (3) The epitope is RQLLFVVEV. The TCR CDR3 sequence is CASSLDRAQETQYF. Result: 1 (the TCR binds to the epitope). (4) The epitope is YFPLQSYGF. The TCR CDR3 sequence is CASSQDQILPGNTGELFF. Result: 1 (the TCR binds to the epitope). (5) Result: 0 (the TCR does not bind to the epitope). The TCR CDR3 sequence is CASSPGQGEQYF. The epitope is GILGFVFTL.